This data is from Full USPTO retrosynthesis dataset with 1.9M reactions from patents (1976-2016). The task is: Predict the reactants needed to synthesize the given product. (1) Given the product [N:27]1([CH2:26][CH2:25][NH:24][C:21]([C:17]2[C:18]3[C:13](=[N:12][C:11]4[C:20]([N:19]=3)=[C:7]3[CH:6]=[CH:5][CH:4]=[C:3]([O:2][CH3:1])[C:8]3=[CH:9][CH:10]=4)[CH:14]=[CH:15][CH:16]=2)=[O:23])[CH2:32][CH2:31][CH2:30][CH2:29][CH2:28]1, predict the reactants needed to synthesize it. The reactants are: [CH3:1][O:2][C:3]1[C:8]2=[CH:9][CH:10]=[C:11]3[C:20]([N:19]=[C:18]4[C:13]([CH:14]=[CH:15][CH:16]=[C:17]4[C:21]([OH:23])=O)=[N:12]3)=[C:7]2[CH:6]=[CH:5][CH:4]=1.[NH2:24][CH2:25][CH2:26][N:27]1[CH2:32][CH2:31][CH2:30][CH2:29][CH2:28]1. (2) Given the product [NH2:14][C:10]1[N:11]=[CH:12][N:13]=[C:8]([N:2]2[CH2:5][CH:4]([OH:6])[CH2:3]2)[CH:9]=1, predict the reactants needed to synthesize it. The reactants are: Cl.[NH:2]1[CH2:5][CH:4]([OH:6])[CH2:3]1.Cl[C:8]1[N:13]=[CH:12][N:11]=[C:10]([NH2:14])[CH:9]=1.